From a dataset of Catalyst prediction with 721,799 reactions and 888 catalyst types from USPTO. Predict which catalyst facilitates the given reaction. (1) Reactant: [S:1]1[C:5]2[CH:6]=[CH:7][CH:8]=[CH:9][C:4]=2[N:3]=[C:2]1[CH:10]=[N:11][S:12]([C:15]1[CH:25]=[CH:24][C:18]2[O:19][CH2:20][CH2:21][CH2:22][O:23][C:17]=2[CH:16]=1)(=[O:14])=[O:13].O1CCCC1.Br[Mg][C:33]1[CH:38]=[CH:37][CH:36]=[CH:35][C:34]=1[O:39][CH3:40].C(OCC)C. Product: [S:1]1[C:5]2[CH:6]=[CH:7][CH:8]=[CH:9][C:4]=2[N:3]=[C:2]1[CH:10]([C:33]1[CH:38]=[CH:37][CH:36]=[CH:35][C:34]=1[O:39][CH3:40])[NH:11][S:12]([C:15]1[CH:25]=[CH:24][C:18]2[O:19][CH2:20][CH2:21][CH2:22][O:23][C:17]=2[CH:16]=1)(=[O:14])=[O:13]. The catalyst class is: 5. (2) Product: [Si:14]([O:21][CH2:22][C@H:23]([NH:24][S:25]([C:27]([CH3:30])([CH3:29])[CH3:28])=[O:26])[C:2]1[CH:7]=[CH:6][C:5]([F:8])=[CH:4][N:3]=1)([C:17]([CH3:20])([CH3:19])[CH3:18])([CH3:16])[CH3:15]. Reactant: Br[C:2]1[CH:7]=[CH:6][C:5]([F:8])=[CH:4][N:3]=1.[Li]C(C)(C)C.[Si:14]([O:21][CH2:22][CH:23]=[N:24][S@@:25]([C:27]([CH3:30])([CH3:29])[CH3:28])=[O:26])([C:17]([CH3:20])([CH3:19])[CH3:18])([CH3:16])[CH3:15].[Li]. The catalyst class is: 28. (3) Reactant: [C:1]([OH:7])([C:3]([F:6])([F:5])[F:4])=[O:2].C(OC(=O)[NH:14][CH2:15][C:16]1[CH:21]=[CH:20][C:19]([Cl:22])=[CH:18][C:17]=1[CH2:23][NH:24][C:25]([C@@H:27]1[CH2:31][CH2:30][CH2:29][N:28]1[C:32]([C:34]1([OH:43])[C:42]2[C:37](=[N:38][CH:39]=[CH:40][CH:41]=2)[CH2:36][CH2:35]1)=[O:33])=[O:26])(C)(C)C. Product: [NH2:14][CH2:15][C:16]1[CH:21]=[CH:20][C:19]([Cl:22])=[CH:18][C:17]=1[CH2:23][NH:24][C:25]([C@@H:27]1[CH2:31][CH2:30][CH2:29][N:28]1[C:32]([C:34]1([OH:43])[C:42]2[C:37](=[N:38][CH:39]=[CH:40][CH:41]=2)[CH2:36][CH2:35]1)=[O:33])=[O:26].[F:4][C:3]([F:6])([F:5])[C:1]([O-:7])=[O:2]. The catalyst class is: 2.